From a dataset of Forward reaction prediction with 1.9M reactions from USPTO patents (1976-2016). Predict the product of the given reaction. Given the reactants [Cl:1][C:2]1[CH:7]=[CH:6][CH:5]=[CH:4][C:3]=1[C:8]1[C:9]([CH2:20][C:21]([O:23][CH3:24])=[O:22])=[C:10]([C:13]2[CH:18]=[CH:17][C:16]([OH:19])=[CH:15][CH:14]=2)[S:11][CH:12]=1.F[C:26]1[CH:31]=[CH:30][C:29]([C:32](=[O:35])[CH2:33][CH3:34])=[CH:28][CH:27]=1, predict the reaction product. The product is: [Cl:1][C:2]1[CH:7]=[CH:6][CH:5]=[CH:4][C:3]=1[C:8]1[C:9]([CH2:20][C:21]([O:23][CH3:24])=[O:22])=[C:10]([C:13]2[CH:18]=[CH:17][C:16]([O:19][C:26]3[CH:31]=[CH:30][C:29]([C:32](=[O:35])[CH2:33][CH3:34])=[CH:28][CH:27]=3)=[CH:15][CH:14]=2)[S:11][CH:12]=1.